Dataset: NCI-60 drug combinations with 297,098 pairs across 59 cell lines. Task: Regression. Given two drug SMILES strings and cell line genomic features, predict the synergy score measuring deviation from expected non-interaction effect. (1) Drug 1: CCC1=CC2CC(C3=C(CN(C2)C1)C4=CC=CC=C4N3)(C5=C(C=C6C(=C5)C78CCN9C7C(C=CC9)(C(C(C8N6C)(C(=O)OC)O)OC(=O)C)CC)OC)C(=O)OC.C(C(C(=O)O)O)(C(=O)O)O. Drug 2: CC1OCC2C(O1)C(C(C(O2)OC3C4COC(=O)C4C(C5=CC6=C(C=C35)OCO6)C7=CC(=C(C(=C7)OC)O)OC)O)O. Cell line: UACC62. Synergy scores: CSS=56.5, Synergy_ZIP=-1.13, Synergy_Bliss=-2.94, Synergy_Loewe=-0.695, Synergy_HSA=2.34. (2) Drug 1: CCCS(=O)(=O)NC1=C(C(=C(C=C1)F)C(=O)C2=CNC3=C2C=C(C=N3)C4=CC=C(C=C4)Cl)F. Synergy scores: CSS=24.0, Synergy_ZIP=-1.09, Synergy_Bliss=-8.77, Synergy_Loewe=-57.3, Synergy_HSA=-10.4. Cell line: OVCAR-8. Drug 2: CC=C1C(=O)NC(C(=O)OC2CC(=O)NC(C(=O)NC(CSSCCC=C2)C(=O)N1)C(C)C)C(C)C. (3) Drug 1: CC1C(C(=O)NC(C(=O)N2CCCC2C(=O)N(CC(=O)N(C(C(=O)O1)C(C)C)C)C)C(C)C)NC(=O)C3=C4C(=C(C=C3)C)OC5=C(C(=O)C(=C(C5=N4)C(=O)NC6C(OC(=O)C(N(C(=O)CN(C(=O)C7CCCN7C(=O)C(NC6=O)C(C)C)C)C)C(C)C)C)N)C. Drug 2: C1C(C(OC1N2C=C(C(=O)NC2=O)F)CO)O. Cell line: SR. Synergy scores: CSS=62.9, Synergy_ZIP=2.41, Synergy_Bliss=2.98, Synergy_Loewe=1.84, Synergy_HSA=6.37. (4) Drug 1: C1CCC(CC1)NC(=O)N(CCCl)N=O. Synergy scores: CSS=24.8, Synergy_ZIP=-3.66, Synergy_Bliss=2.29, Synergy_Loewe=-7.71, Synergy_HSA=1.18. Drug 2: CCC1(C2=C(COC1=O)C(=O)N3CC4=CC5=C(C=CC(=C5CN(C)C)O)N=C4C3=C2)O.Cl. Cell line: HCC-2998. (5) Synergy scores: CSS=27.6, Synergy_ZIP=2.32, Synergy_Bliss=5.08, Synergy_Loewe=-15.1, Synergy_HSA=3.45. Cell line: HCT116. Drug 1: C1=CC=C(C(=C1)C(C2=CC=C(C=C2)Cl)C(Cl)Cl)Cl. Drug 2: CCN(CC)CCCC(C)NC1=C2C=C(C=CC2=NC3=C1C=CC(=C3)Cl)OC. (6) Drug 1: C1=CC(=C2C(=C1NCCNCCO)C(=O)C3=C(C=CC(=C3C2=O)O)O)NCCNCCO. Drug 2: COC1=NC(=NC2=C1N=CN2C3C(C(C(O3)CO)O)O)N. Cell line: SF-268. Synergy scores: CSS=47.6, Synergy_ZIP=12.6, Synergy_Bliss=13.1, Synergy_Loewe=-28.7, Synergy_HSA=9.96. (7) Drug 1: CN1CCC(CC1)COC2=C(C=C3C(=C2)N=CN=C3NC4=C(C=C(C=C4)Br)F)OC. Drug 2: CC1CCC2CC(C(=CC=CC=CC(CC(C(=O)C(C(C(=CC(C(=O)CC(OC(=O)C3CCCCN3C(=O)C(=O)C1(O2)O)C(C)CC4CCC(C(C4)OC)O)C)C)O)OC)C)C)C)OC. Cell line: SW-620. Synergy scores: CSS=16.8, Synergy_ZIP=0.388, Synergy_Bliss=1.32, Synergy_Loewe=-1.86, Synergy_HSA=1.78. (8) Drug 1: C1CCC(C1)C(CC#N)N2C=C(C=N2)C3=C4C=CNC4=NC=N3. Drug 2: C1=CC(=C2C(=C1NCCNCCO)C(=O)C3=C(C=CC(=C3C2=O)O)O)NCCNCCO. Cell line: IGROV1. Synergy scores: CSS=48.7, Synergy_ZIP=4.09, Synergy_Bliss=5.79, Synergy_Loewe=-22.4, Synergy_HSA=9.11. (9) Drug 1: CN(CC1=CN=C2C(=N1)C(=NC(=N2)N)N)C3=CC=C(C=C3)C(=O)NC(CCC(=O)O)C(=O)O. Drug 2: COCCOC1=C(C=C2C(=C1)C(=NC=N2)NC3=CC=CC(=C3)C#C)OCCOC.Cl. Cell line: NCI-H460. Synergy scores: CSS=26.1, Synergy_ZIP=9.08, Synergy_Bliss=5.74, Synergy_Loewe=-50.4, Synergy_HSA=4.83.